From a dataset of Full USPTO retrosynthesis dataset with 1.9M reactions from patents (1976-2016). Predict the reactants needed to synthesize the given product. (1) Given the product [NH2:9][C:3]1[N:4]=[CH:5][N:6]=[C:7]([NH:10][CH2:11][CH:12]2[CH2:13][CH2:14][N:15]([C:18](=[O:20])[CH:42]=[CH2:43])[CH2:16][CH2:17]2)[C:2]=1[C:35]1[CH:36]=[CH:37][C:32]([O:31][C:28]2[CH:29]=[CH:30][C:25]([CH3:41])=[CH:26][CH:27]=2)=[CH:33][CH:34]=1, predict the reactants needed to synthesize it. The reactants are: Cl[C:2]1[C:3]([NH2:9])=[N:4][CH:5]=[N:6][C:7]=1Cl.[NH2:10][CH2:11][CH:12]1[CH2:17][CH2:16][N:15]([C:18]([O:20]C(C)(C)C)=O)[CH2:14][CH2:13]1.[C:25]1([CH3:41])[CH:30]=[CH:29][C:28]([O:31][C:32]2[CH:37]=[CH:36][C:35](B(O)O)=[CH:34][CH:33]=2)=[CH:27][CH:26]=1.[C:42](Cl)(=O)[CH:43]=C. (2) Given the product [N:1]1([S:11]([C:14]2[CH:15]=[CH:16][C:17]([C:18]([NH:23][C:24]3[CH:29]=[CH:28][N:27]=[CH:26][CH:25]=3)=[O:20])=[CH:21][CH:22]=2)(=[O:12])=[O:13])[C:10]2[C:5](=[CH:6][CH:7]=[CH:8][CH:9]=2)[CH2:4][CH2:3][CH2:2]1, predict the reactants needed to synthesize it. The reactants are: [N:1]1([S:11]([C:14]2[CH:22]=[CH:21][C:17]([C:18]([OH:20])=O)=[CH:16][CH:15]=2)(=[O:13])=[O:12])[C:10]2[C:5](=[CH:6][CH:7]=[CH:8][CH:9]=2)[CH2:4][CH2:3][CH2:2]1.[NH2:23][C:24]1[CH:29]=[CH:28][N:27]=[CH:26][CH:25]=1.